This data is from Catalyst prediction with 721,799 reactions and 888 catalyst types from USPTO. The task is: Predict which catalyst facilitates the given reaction. Reactant: [Cl-].O[NH3+:3].[C:4](=[O:7])([O-])[OH:5].[Na+].CS(C)=O.[N:13]1([CH2:22][N:23]2[C:28](=[O:29])[C:27]([CH2:30][C:31]3[CH:36]=[CH:35][C:34]([C:37]4[C:38]([C:43]#[N:44])=[CH:39][CH:40]=[CH:41][CH:42]=4)=[CH:33][CH:32]=3)=[C:26]([CH2:45][CH2:46][CH2:47][CH3:48])[N:25]=[C:24]2[CH3:49])[C:17]2[CH:18]=[CH:19][CH:20]=[CH:21][C:16]=2[N:15]=[N:14]1. Product: [N:13]1([CH2:22][N:23]2[C:28](=[O:29])[C:27]([CH2:30][C:31]3[CH:36]=[CH:35][C:34]([C:37]4[CH:42]=[CH:41][CH:40]=[CH:39][C:38]=4[C:43]4[NH:3][C:4](=[O:7])[O:5][N:44]=4)=[CH:33][CH:32]=3)=[C:26]([CH2:45][CH2:46][CH2:47][CH3:48])[N:25]=[C:24]2[CH3:49])[C:17]2[CH:18]=[CH:19][CH:20]=[CH:21][C:16]=2[N:15]=[N:14]1. The catalyst class is: 13.